Dataset: Peptide-MHC class II binding affinity with 134,281 pairs from IEDB. Task: Regression. Given a peptide amino acid sequence and an MHC pseudo amino acid sequence, predict their binding affinity value. This is MHC class II binding data. (1) The binding affinity (normalized) is 0.508. The MHC is HLA-DQA10501-DQB10402 with pseudo-sequence HLA-DQA10501-DQB10402. The peptide sequence is QPSKGWNDWENVPFC. (2) The peptide sequence is ISEAGQAMASTEGNV. The MHC is HLA-DQA10102-DQB10602 with pseudo-sequence HLA-DQA10102-DQB10602. The binding affinity (normalized) is 0.322. (3) The peptide sequence is VQAPVGAITTIEDPV. The MHC is DRB1_0901 with pseudo-sequence DRB1_0901. The binding affinity (normalized) is 0. (4) The binding affinity (normalized) is 0.583. The peptide sequence is INEPTAAAIAYGLDG. The MHC is HLA-DQA10401-DQB10402 with pseudo-sequence HLA-DQA10401-DQB10402. (5) The peptide sequence is CIPSLEAAVKQAYAA. The MHC is HLA-DPA10103-DPB10301 with pseudo-sequence HLA-DPA10103-DPB10301. The binding affinity (normalized) is 0.0828.